Dataset: Reaction yield outcomes from USPTO patents with 853,638 reactions. Task: Predict the reaction yield, written as a fraction of the theoretical maximum amount of product (1.0 means a 100% yield; for example, 0.34 means a 34% yield). (1) The reactants are Br[C:2]1[S:10][C:9]2[N:8]([CH2:11][C:12]3[CH:17]=[CH:16][C:15]([O:18][CH3:19])=[CH:14][CH:13]=3)[C:7](=[O:20])[N:6]3[N:21]=[CH:22][N:23]=[C:5]3[C:4]=2[CH:3]=1.[B-](F)(F)(F)[CH:25]=[CH2:26].[K+].C(Cl)Cl.C(N(CC)CC)C. The catalyst is C(O)CCC.C1C=CC(P(C2C=CC=CC=2)[C-]2C=CC=C2)=CC=1.C1C=CC(P(C2C=CC=CC=2)[C-]2C=CC=C2)=CC=1.Cl[Pd]Cl.[Fe+2]. The product is [CH3:19][O:18][C:15]1[CH:16]=[CH:17][C:12]([CH2:11][N:8]2[C:9]3[S:10][C:2]([CH:25]=[CH2:26])=[CH:3][C:4]=3[C:5]3=[N:23][CH:22]=[N:21][N:6]3[C:7]2=[O:20])=[CH:13][CH:14]=1. The yield is 0.840. (2) The reactants are [CH3:1][NH2:2].[Br:3][C:4]1[CH:9]=[CH:8][C:7]([O:10][CH3:11])=[CH:6][C:5]=1[CH2:12]Br.[C:14](O[C:14]([O:16][C:17]([CH3:20])([CH3:19])[CH3:18])=[O:15])([O:16][C:17]([CH3:20])([CH3:19])[CH3:18])=[O:15]. The catalyst is C1COCC1. The product is [C:17]([O:16][C:14]([N:2]([CH2:12][C:5]1[CH:6]=[C:7]([O:10][CH3:11])[CH:8]=[CH:9][C:4]=1[Br:3])[CH3:1])=[O:15])([CH3:20])([CH3:19])[CH3:18]. The yield is 0.900.